This data is from Retrosynthesis with 50K atom-mapped reactions and 10 reaction types from USPTO. The task is: Predict the reactants needed to synthesize the given product. (1) Given the product COc1ccc(-c2cnc(N3CC4CC5CC3CN(C5)C4)s2)cc1, predict the reactants needed to synthesize it. The reactants are: Brc1cnc(N2CC3CC4CC2CN(C4)C3)s1.COc1ccc(B(O)O)cc1. (2) Given the product CC1(C)C(C(=O)O)N2C(=O)C(N)[C@H]2S1=O, predict the reactants needed to synthesize it. The reactants are: CC1(C)S[C@@H]2C(N)C(=O)N2C1C(=O)O.OO. (3) Given the product CCOC(=O)Cc1ccc(OCc2ccc3ccccc3n2)c(SC(F)(F)F)c1, predict the reactants needed to synthesize it. The reactants are: CCOC(=O)Cc1ccc(O)c(SC(F)(F)F)c1.ClCc1ccc2ccccc2n1. (4) Given the product Cc1ccc(Cl)c2c3c([nH]c12)CCNC3, predict the reactants needed to synthesize it. The reactants are: Cc1ccc(Cl)cc1NN.O=C1CCNCC1. (5) Given the product CN1CCN(c2nc3cc(Cl)ccc3nc2Cl)CC1, predict the reactants needed to synthesize it. The reactants are: CN1CCN(c2nc3cc(Cl)ccc3nc2Cl)CC1. (6) Given the product CCOC(=O)c1cc(O)c2ccsc2c1, predict the reactants needed to synthesize it. The reactants are: CCOC(=O)c1cc(OC(C)=O)c2ccsc2c1.